This data is from NCI-60 drug combinations with 297,098 pairs across 59 cell lines. The task is: Regression. Given two drug SMILES strings and cell line genomic features, predict the synergy score measuring deviation from expected non-interaction effect. (1) Drug 1: CC12CCC(CC1=CCC3C2CCC4(C3CC=C4C5=CN=CC=C5)C)O. Drug 2: C1=CN(C=N1)CC(O)(P(=O)(O)O)P(=O)(O)O. Cell line: SK-MEL-2. Synergy scores: CSS=3.21, Synergy_ZIP=1.43, Synergy_Bliss=6.18, Synergy_Loewe=2.44, Synergy_HSA=3.31. (2) Drug 1: C1=CC(=CC=C1CC(C(=O)O)N)N(CCCl)CCCl.Cl. Drug 2: C1=NC2=C(N=C(N=C2N1C3C(C(C(O3)CO)O)F)Cl)N. Cell line: A498. Synergy scores: CSS=10.0, Synergy_ZIP=-9.81, Synergy_Bliss=-5.32, Synergy_Loewe=-19.9, Synergy_HSA=-7.55. (3) Drug 1: COC1=NC(=NC2=C1N=CN2C3C(C(C(O3)CO)O)O)N. Drug 2: CC1CCC2CC(C(=CC=CC=CC(CC(C(=O)C(C(C(=CC(C(=O)CC(OC(=O)C3CCCCN3C(=O)C(=O)C1(O2)O)C(C)CC4CCC(C(C4)OC)O)C)C)O)OC)C)C)C)OC. Cell line: NCIH23. Synergy scores: CSS=-5.02, Synergy_ZIP=2.47, Synergy_Bliss=6.16, Synergy_Loewe=-18.7, Synergy_HSA=-0.612. (4) Drug 1: CC1=C2C(C(=O)C3(C(CC4C(C3C(C(C2(C)C)(CC1OC(=O)C(C(C5=CC=CC=C5)NC(=O)C6=CC=CC=C6)O)O)OC(=O)C7=CC=CC=C7)(CO4)OC(=O)C)O)C)OC(=O)C. Drug 2: CC1=C(C(=O)C2=C(C1=O)N3CC4C(C3(C2COC(=O)N)OC)N4)N. Cell line: T-47D. Synergy scores: CSS=34.1, Synergy_ZIP=-10.5, Synergy_Bliss=-4.77, Synergy_Loewe=-6.93, Synergy_HSA=-1.45. (5) Drug 1: C1=CC(=CC=C1CC(C(=O)O)N)N(CCCl)CCCl.Cl. Drug 2: CCC(=C(C1=CC=CC=C1)C2=CC=C(C=C2)OCCN(C)C)C3=CC=CC=C3.C(C(=O)O)C(CC(=O)O)(C(=O)O)O. Cell line: OVCAR-8. Synergy scores: CSS=20.1, Synergy_ZIP=-3.84, Synergy_Bliss=-1.09, Synergy_Loewe=-3.81, Synergy_HSA=-3.84. (6) Drug 1: CCC1(CC2CC(C3=C(CCN(C2)C1)C4=CC=CC=C4N3)(C5=C(C=C6C(=C5)C78CCN9C7C(C=CC9)(C(C(C8N6C=O)(C(=O)OC)O)OC(=O)C)CC)OC)C(=O)OC)O.OS(=O)(=O)O. Drug 2: C1=NC2=C(N=C(N=C2N1C3C(C(C(O3)CO)O)F)Cl)N. Cell line: HT29. Synergy scores: CSS=-6.90, Synergy_ZIP=7.01, Synergy_Bliss=7.82, Synergy_Loewe=2.82, Synergy_HSA=-0.277. (7) Drug 1: C1=CN(C(=O)N=C1N)C2C(C(C(O2)CO)O)O.Cl. Drug 2: C1=NC2=C(N=C(N=C2N1C3C(C(C(O3)CO)O)F)Cl)N. Cell line: SN12C. Synergy scores: CSS=39.9, Synergy_ZIP=-3.61, Synergy_Bliss=7.52, Synergy_Loewe=2.94, Synergy_HSA=6.89.